Dataset: Catalyst prediction with 721,799 reactions and 888 catalyst types from USPTO. Task: Predict which catalyst facilitates the given reaction. Reactant: [CH2:1]([NH:4][CH:5]1[CH2:10][CH2:9][N:8]([C:11](=[O:16])[C:12]([F:15])([F:14])[F:13])[CH2:7][CH2:6]1)[C:2]#[CH:3].[C:17](O[C:17]([O:19][C:20]([CH3:23])([CH3:22])[CH3:21])=[O:18])([O:19][C:20]([CH3:23])([CH3:22])[CH3:21])=[O:18]. Product: [CH2:1]([N:4]([CH:5]1[CH2:10][CH2:9][N:8]([C:11](=[O:16])[C:12]([F:13])([F:14])[F:15])[CH2:7][CH2:6]1)[C:17](=[O:18])[O:19][C:20]([CH3:23])([CH3:22])[CH3:21])[C:2]#[CH:3]. The catalyst class is: 12.